Dataset: Peptide-MHC class I binding affinity with 185,985 pairs from IEDB/IMGT. Task: Regression. Given a peptide amino acid sequence and an MHC pseudo amino acid sequence, predict their binding affinity value. This is MHC class I binding data. (1) The peptide sequence is FMHEQGYSH. The MHC is HLA-A02:01 with pseudo-sequence HLA-A02:01. The binding affinity (normalized) is 0.151. (2) The peptide sequence is RQTALFLLKL. The MHC is Mamu-B03 with pseudo-sequence Mamu-B03. The binding affinity (normalized) is 0.680. (3) The peptide sequence is FFGWEGVGV. The MHC is HLA-A31:01 with pseudo-sequence HLA-A31:01. The binding affinity (normalized) is 0.0847. (4) The peptide sequence is NHEQKLSEY. The MHC is HLA-A26:01 with pseudo-sequence HLA-A26:01. The binding affinity (normalized) is 0.149. (5) The peptide sequence is IAFTRLFTV. The MHC is HLA-B51:01 with pseudo-sequence HLA-B51:01. The binding affinity (normalized) is 0.253. (6) The peptide sequence is AIAPTRAVL. The MHC is HLA-B07:02 with pseudo-sequence HLA-B07:02. The binding affinity (normalized) is 0.939. (7) The peptide sequence is EMKTDAATLAQ. The MHC is HLA-A23:01 with pseudo-sequence HLA-A23:01. The binding affinity (normalized) is 0.0574. (8) The peptide sequence is MVMTTTANW. The MHC is HLA-B58:01 with pseudo-sequence HLA-B58:01. The binding affinity (normalized) is 0.742. (9) The peptide sequence is VVRGIDGGV. The MHC is HLA-A69:01 with pseudo-sequence HLA-A69:01. The binding affinity (normalized) is 0.0847.